Dataset: Reaction yield outcomes from USPTO patents with 853,638 reactions. Task: Predict the reaction yield, written as a fraction of the theoretical maximum amount of product (1.0 means a 100% yield; for example, 0.34 means a 34% yield). (1) The reactants are C([O:3][C:4]([C:6]12[CH2:24][CH:23]1[CH:22]=[CH:21][CH2:20][CH2:19][CH2:18][CH2:17][CH2:16][N:15]([CH2:25][C:26]1[CH:31]=[CH:30][C:29]([O:32][CH3:33])=[CH:28][CH:27]=1)[C:14](=[O:34])[N:13]1[CH:9]([CH2:10][CH:11]([O:35][C:36]3[C:45]4[C:40](=[C:41]([CH3:48])[C:42]([O:46][CH3:47])=[CH:43][CH:44]=4)[N:39]=[C:38]([C:49]4[S:50][CH:51]=[C:52]([CH:54]([CH3:56])[CH3:55])[N:53]=4)[CH:37]=3)[CH2:12]1)[C:8](=[O:57])[NH:7]2)=[O:5])C.[Li+].[OH-].C(O)(=O)CC(CC(O)=O)(C(O)=O)O. The catalyst is C1COCC1.CO.O. The product is [CH:54]([C:52]1[N:53]=[C:49]([C:38]2[CH:37]=[C:36]([O:35][CH:11]3[CH2:10][CH:9]4[N:13]([C:14](=[O:34])[N:15]([CH2:25][C:26]5[CH:27]=[CH:28][C:29]([O:32][CH3:33])=[CH:30][CH:31]=5)[CH2:16][CH2:17][CH2:18][CH2:19][CH2:20][CH:21]=[CH:22][CH:23]5[C:6]([C:4]([OH:5])=[O:3])([NH:7][C:8]4=[O:57])[CH2:24]5)[CH2:12]3)[C:45]3[C:40](=[C:41]([CH3:48])[C:42]([O:46][CH3:47])=[CH:43][CH:44]=3)[N:39]=2)[S:50][CH:51]=1)([CH3:56])[CH3:55]. The yield is 0.600. (2) The reactants are Cl[Sn]Cl.[Cl:4][C:5]1[N:10]=[C:9]([C:11]#[N:12])[C:8]([N+:13]([O-])=O)=[CH:7][CH:6]=1.CC[OH:18]. No catalyst specified. The product is [NH2:13][C:8]1[C:9]([C:11]([NH2:12])=[O:18])=[N:10][C:5]([Cl:4])=[CH:6][CH:7]=1. The yield is 0.960. (3) The reactants are [Cl:1][C:2]1[C:7]([C:8]([N:10]([C:14]2[CH:15]=[C:16]3[C:20](=[C:21]([NH:23][C:24]([CH:26]4[CH2:28][CH2:27]4)=[O:25])[CH:22]=2)[N:19]([C:29]2[CH:34]=[CH:33][CH:32]=[CH:31][C:30]=2[O:35][CH3:36])[CH:18]=[CH:17]3)[CH2:11][CH2:12][OH:13])=[O:9])=[C:6](Cl)[N:5]=[CH:4][N:3]=1.C(N(CC)CC)C. The catalyst is C(#N)C. The product is [Cl:1][C:2]1[C:7]2[C:8](=[O:9])[N:10]([C:14]3[CH:15]=[C:16]4[C:20](=[C:21]([NH:23][C:24]([CH:26]5[CH2:28][CH2:27]5)=[O:25])[CH:22]=3)[N:19]([C:29]3[CH:34]=[CH:33][CH:32]=[CH:31][C:30]=3[O:35][CH3:36])[CH:18]=[CH:17]4)[CH2:11][CH2:12][O:13][C:6]=2[N:5]=[CH:4][N:3]=1. The yield is 0.683. (4) The reactants are [NH2:1][C:2]1[CH:3]=[C:4]([CH2:10][OH:11])[CH:5]=[C:6]([O:8][CH3:9])[CH:7]=1.C(N(CC)CC)C.[C:19](OC(=O)C)(=[O:21])[CH3:20]. The catalyst is CN(C1C=CN=CC=1)C.ClCCl. The product is [C:19]([O:11][CH2:10][C:4]1[CH:5]=[C:6]([O:8][CH3:9])[CH:7]=[C:2]([NH2:1])[CH:3]=1)(=[O:21])[CH3:20]. The yield is 0.820. (5) The reactants are [Br:1][C:2]1[CH:11]=[C:10]2[C:5]([CH2:6][CH2:7][CH2:8][C:9]2=[O:12])=[CH:4][C:3]=1I.C[CH2:15][OH:16].C(N([CH2:22][CH3:23])CC)C.[C]=[O:25]. The catalyst is [Pd].C1(C)C=CC=CC=1. The product is [Br:1][C:2]1[C:3]([C:15]([O:16][CH2:22][CH3:23])=[O:25])=[CH:4][C:5]2[CH2:6][CH2:7][CH2:8][C:9](=[O:12])[C:10]=2[CH:11]=1. The yield is 0.680. (6) The reactants are [NH2:1][C:2]([CH3:16])([CH3:15])[C:3]([N:5]1[CH2:14][CH2:13][C:12]2[C:7](=[CH:8][CH:9]=[CH:10][CH:11]=2)[CH2:6]1)=O.[H-].[H-].[H-].[H-].[Li+].[Al+3]. The catalyst is C1COCC1. The product is [CH2:6]1[C:7]2[C:12](=[CH:11][CH:10]=[CH:9][CH:8]=2)[CH2:13][CH2:14][N:5]1[CH2:3][C:2]([NH2:1])([CH3:15])[CH3:16]. The yield is 0.790. (7) The reactants are [C:9](O[C:9]([O:11][C:12]([CH3:15])([CH3:14])[CH3:13])=[O:10])([O:11][C:12]([CH3:15])([CH3:14])[CH3:13])=[O:10].[OH-].[Na+].Cl.[CH2:19]([O:22][NH2:23])[CH:20]=[CH2:21].C(Cl)Cl. The catalyst is O. The product is [CH2:19]([O:22][NH:23][C:9](=[O:10])[O:11][C:12]([CH3:13])([CH3:14])[CH3:15])[CH:20]=[CH2:21]. The yield is 0.920.